Task: Predict the reactants needed to synthesize the given product.. Dataset: Full USPTO retrosynthesis dataset with 1.9M reactions from patents (1976-2016) (1) Given the product [OH:2][C:3]1[CH:12]=[C:11]([O:13][CH3:14])[CH:10]=[C:9](/[CH:15]=[CH:16]/[C:17]2[CH:18]=[CH:19][CH:20]=[CH:21][CH:22]=2)[C:4]=1[C:5]([O:7][CH3:8])=[O:6], predict the reactants needed to synthesize it. The reactants are: C[O:2][C:3]1[CH:12]=[C:11]([O:13][CH3:14])[CH:10]=[C:9](/[CH:15]=[CH:16]/[C:17]2[CH:22]=[CH:21][CH:20]=[CH:19][CH:18]=2)[C:4]=1[C:5]([O:7][CH3:8])=[O:6].B(Br)(Br)Br. (2) The reactants are: Cl.[F:2][C:3]1[CH:8]=[C:7]([F:9])[CH:6]=[CH:5][C:4]=1[N:10]1[C:14]([N:15]2[N:24]=[C:23]3[C:17]([CH2:18][CH2:19][O:20][C:21]4[CH:28]=[CH:27][C:26]([CH:29]5[CH2:34][CH2:33][NH:32][CH2:31][CH2:30]5)=[CH:25][C:22]=43)=[CH:16]2)=[N:13][CH:12]=[N:11]1.Br[CH2:36][C:37]([NH2:39])=[O:38].C(OCC)(=O)C. Given the product [F:2][C:3]1[CH:8]=[C:7]([F:9])[CH:6]=[CH:5][C:4]=1[N:10]1[C:14]([N:15]2[N:24]=[C:23]3[C:17]([CH2:18][CH2:19][O:20][C:21]4[CH:28]=[CH:27][C:26]([CH:29]5[CH2:34][CH2:33][N:32]([CH2:36][C:37]([NH2:39])=[O:38])[CH2:31][CH2:30]5)=[CH:25][C:22]=43)=[CH:16]2)=[N:13][CH:12]=[N:11]1, predict the reactants needed to synthesize it.